From a dataset of Reaction yield outcomes from USPTO patents with 853,638 reactions. Predict the reaction yield, written as a fraction of the theoretical maximum amount of product (1.0 means a 100% yield; for example, 0.34 means a 34% yield). (1) The reactants are Cl.[NH:2]([C:4]1[CH:5]=[C:6]([CH:12]=[CH:13][CH:14]=1)C(OCC)=O)[NH2:3].[CH3:15][C:16]1([CH3:24])[CH2:20][CH2:19][CH:18]([C:21]#[N:22])[C:17]1=O.CC(C)(C)C(=O)CC#N. No catalyst specified. The product is [CH3:15][C:16]1([CH3:24])[C:17]2=[N:3][N:2]([C:4]3[CH:14]=[CH:13][CH:12]=[CH:6][CH:5]=3)[C:21]([NH2:22])=[C:18]2[CH2:19][CH2:20]1. The yield is 0.462. (2) The reactants are [Cl:1][C:2]1[CH:7]=[C:6](F)[CH:5]=[CH:4][N:3]=1.Cl.[NH2:10][C:11]1[C:20]2[C:15](=[CH:16][CH:17]=[CH:18][CH:19]=2)[C:14]([OH:21])=[CH:13][CH:12]=1.[K].[O-]CCCC. The catalyst is CN1C(=O)CCC1.O. The product is [Cl:1][C:2]1[CH:7]=[C:6]([O:21][C:14]2[C:15]3[C:20](=[CH:19][CH:18]=[CH:17][CH:16]=3)[C:11]([NH2:10])=[CH:12][CH:13]=2)[CH:5]=[CH:4][N:3]=1. The yield is 0.920. (3) The reactants are [CH3:1][C:2]1([CH3:19])[CH2:6][O:5][C:4]2[CH:7]=[C:8]([CH3:18])[C:9]([C:11]3[N:12]=[CH:13][C:14]([NH2:17])=[N:15][CH:16]=3)=[CH:10][C:3]1=2.[Cl:20][C:21]1[CH:29]=[CH:28][CH:27]=[CH:26][C:22]=1[C:23](Cl)=[O:24]. No catalyst specified. The product is [Cl:20][C:21]1[CH:29]=[CH:28][CH:27]=[CH:26][C:22]=1[C:23]([NH:17][C:14]1[CH:13]=[N:12][C:11]([C:9]2[C:8]([CH3:18])=[CH:7][C:4]3[O:5][CH2:6][C:2]([CH3:19])([CH3:1])[C:3]=3[CH:10]=2)=[CH:16][N:15]=1)=[O:24]. The yield is 0.501. (4) The reactants are [CH3:1][Si:2]([CH3:13])([CH3:12])[C:3]1[CH:4]=[C:5](B(O)O)[CH:6]=[CH:7][CH:8]=1.Br[C:15]1[CH:20]=[CH:19][C:18](Br)=[CH:17][N:16]=1.[CH2:22](O)[CH3:23].C(=O)([O-])[O-].[Na+].[Na+]. The catalyst is C1(C)C=CC=CC=1.C1C=CC([P]([Pd]([P](C2C=CC=CC=2)(C2C=CC=CC=2)C2C=CC=CC=2)([P](C2C=CC=CC=2)(C2C=CC=CC=2)C2C=CC=CC=2)[P](C2C=CC=CC=2)(C2C=CC=CC=2)C2C=CC=CC=2)(C2C=CC=CC=2)C2C=CC=CC=2)=CC=1. The product is [CH3:1][Si:2]([CH3:13])([CH3:12])[C:3]1[CH:4]=[C:5]([C:15]2[CH:20]=[CH:19][C:18]([C:23]3[CH:22]=[CH:7][CH:8]=[C:3]([Si:2]([CH3:13])([CH3:12])[CH3:1])[CH:4]=3)=[CH:17][N:16]=2)[CH:6]=[CH:7][CH:8]=1. The yield is 0.940. (5) The reactants are C(N(CC)CC)C.[CH2:8]([SH:11])[CH2:9][CH3:10].[C:12](=[S:14])=[S:13].[CH2:15](Br)[C:16]1[CH:21]=[CH:20][CH:19]=[CH:18][CH:17]=1.Cl. The catalyst is C(Cl)(Cl)Cl. The product is [C:12](=[S:14])([S:13][CH2:15][C:16]1[CH:21]=[CH:20][CH:19]=[CH:18][CH:17]=1)[S:11][CH2:8][CH2:9][CH3:10]. The yield is 0.980. (6) The reactants are [O:1]1[C@H:5]2[CH2:6][O:7][CH2:8][C@H:4]2[NH:3][C:2]1=[O:9].[Cl:10][C:11]1[CH:16]=[C:15](Cl)[N:14]=[C:13]([N:18]2[CH2:23][CH2:22][O:21][CH2:20][CH2:19]2)[N:12]=1.C([O-])([O-])=O.[Cs+].[Cs+].C([O-])(O)=O.[Na+]. The catalyst is O1CCOCC1.C1C=CC(/C=C/C(/C=C/C2C=CC=CC=2)=O)=CC=1.C1C=CC(/C=C/C(/C=C/C2C=CC=CC=2)=O)=CC=1.C1C=CC(/C=C/C(/C=C/C2C=CC=CC=2)=O)=CC=1.[Pd].[Pd].C1(P(C2C=CC=CC=2)C2C3OC4C(=CC=CC=4P(C4C=CC=CC=4)C4C=CC=CC=4)C(C)(C)C=3C=CC=2)C=CC=CC=1.[Ar]. The product is [Cl:10][C:11]1[N:12]=[C:13]([N:18]2[CH2:23][CH2:22][O:21][CH2:20][CH2:19]2)[N:14]=[C:15]([N:3]2[C@@H:4]3[CH2:8][O:7][CH2:6][C@@H:5]3[O:1][C:2]2=[O:9])[CH:16]=1. The yield is 0.870.